Task: Regression. Given a peptide amino acid sequence and an MHC pseudo amino acid sequence, predict their binding affinity value. This is MHC class I binding data.. Dataset: Peptide-MHC class I binding affinity with 185,985 pairs from IEDB/IMGT (1) The peptide sequence is LFPELECFF. The MHC is HLA-A02:11 with pseudo-sequence HLA-A02:11. The binding affinity (normalized) is 0.0847. (2) The peptide sequence is KTKDYVNGL. The MHC is HLA-A33:01 with pseudo-sequence HLA-A33:01. The binding affinity (normalized) is 0.0306. (3) The peptide sequence is KIPIYSHTER. The MHC is HLA-A11:01 with pseudo-sequence HLA-A11:01. The binding affinity (normalized) is 0.349. (4) The peptide sequence is LFLLLADARV. The MHC is Patr-A0701 with pseudo-sequence Patr-A0701. The binding affinity (normalized) is 0.270.